From a dataset of Catalyst prediction with 721,799 reactions and 888 catalyst types from USPTO. Predict which catalyst facilitates the given reaction. (1) Reactant: [C:1]([C@@H:4]([NH:14][C:15](=[O:24])[O:16]CC1C=CN=CC=1)[CH2:5][CH2:6][C:7]1[CH:12]=[CH:11][C:10]([OH:13])=[CH:9][CH:8]=1)([OH:3])=O.[CH3:25][NH:26][CH2:27][CH2:28][C:29]1[CH:34]=[CH:33][CH:32]=[CH:31][CH:30]=1.CC[N:37]([CH:41]([CH3:43])C)[CH:38]([CH3:40])C.CN(C(ON1N=N[C:54]2C=CC(=C[C:53]1=2)[Cl:58])=[N+](C)C)C.F[P-](F)(F)(F)(F)F. Product: [ClH:58].[N:37]1[CH:38]=[CH:40][C:53]([CH2:54][N:14]([C@H:4]([C:1]([N:26]([CH3:25])[CH2:27][CH2:28][C:29]2[CH:34]=[CH:33][CH:32]=[CH:31][CH:30]=2)=[O:3])[CH2:5][CH2:6][C:7]2[CH:8]=[CH:9][C:10]([OH:13])=[CH:11][CH:12]=2)[C:15](=[O:24])[OH:16])=[CH:43][CH:41]=1. The catalyst class is: 3. (2) Reactant: [CH2:1]([C@H:8]1[CH2:13][CH2:12][N:11]([CH2:14][CH2:15][S:16]([C:19]2[CH:24]=[CH:23][C:22]([O:25][C:26](=[O:35])[C:27]3[CH:32]=[CH:31][C:30]([CH2:33]Cl)=[CH:29][CH:28]=3)=[CH:21][CH:20]=2)(=[O:18])=[O:17])[CH2:10][C@H:9]1[OH:36])[C:2]1[CH:7]=[CH:6][CH:5]=[CH:4][CH:3]=1.CCN(CC)CC.[NH:44]1[CH2:49][CH2:48][O:47][CH2:46][CH2:45]1. Product: [CH2:1]([C@H:8]1[CH2:13][CH2:12][N:11]([CH2:14][CH2:15][S:16]([C:19]2[CH:24]=[CH:23][C:22]([O:25][C:26](=[O:35])[C:27]3[CH:32]=[CH:31][C:30]([CH2:33][N:44]4[CH2:49][CH2:48][O:47][CH2:46][CH2:45]4)=[CH:29][CH:28]=3)=[CH:21][CH:20]=2)(=[O:18])=[O:17])[CH2:10][C@H:9]1[OH:36])[C:2]1[CH:7]=[CH:6][CH:5]=[CH:4][CH:3]=1. The catalyst class is: 2. (3) Reactant: [NH2:1][C:2]1[C:3]2[C:25]([CH3:30])([C:26]([NH:28]N)=[O:27])[C:24](=[O:31])[NH:23][C:4]=2[N:5]=[C:6]([C:8]2[C:16]3[C:11](=[N:12][CH:13]=[CH:14][CH:15]=3)[N:10]([CH2:17][CH2:18][C:19]([F:22])([F:21])[F:20])[N:9]=2)[N:7]=1.FC(F)(F)C(O)=O.N(OC(C)(C)C)=O.N[C:47]1[CH:48]=[N:49][CH:50]=[CH:51][CH:52]=1. Product: [NH2:1][C:2]1[C:3]2[C:25]([CH3:30])([C:26]([NH:28][C:47]3[CH:48]=[N:49][CH:50]=[CH:51][CH:52]=3)=[O:27])[C:24](=[O:31])[NH:23][C:4]=2[N:5]=[C:6]([C:8]2[C:16]3[C:11](=[N:12][CH:13]=[CH:14][CH:15]=3)[N:10]([CH2:17][CH2:18][C:19]([F:22])([F:20])[F:21])[N:9]=2)[N:7]=1. The catalyst class is: 1. (4) Reactant: [CH3:1][C@:2]12[C:9]([CH3:11])([CH3:10])[CH:6]([CH2:7][CH2:8]1)[C:5](=[O:12])[CH2:4][C:3]2=[O:13].C(N(CC)CC)C.[F:21][C:22]([F:37])([F:36])[C:23]1[CH:24]=[C:25]([N:33]=[C:34]=[O:35])[CH:26]=[C:27]([C:29]([F:32])([F:31])[F:30])[CH:28]=1.Cl. Product: [F:21][C:22]([F:36])([F:37])[C:23]1[CH:24]=[C:25]([NH:33][C:34]([CH:4]2[C:5](=[O:12])[CH:6]3[C:9]([CH3:10])([CH3:11])[C@@:2]([CH3:1])([CH2:8][CH2:7]3)[C:3]2=[O:13])=[O:35])[CH:26]=[C:27]([C:29]([F:32])([F:30])[F:31])[CH:28]=1. The catalyst class is: 119. (5) Reactant: [Br:1][C:2]1[CH:7]=[C:6]([O:8]C(=O)C(C)(C)C)[CH:5]=[C:4]([CH3:15])[C:3]=1[NH:16][C:17](=[O:27])[C:18]1[CH:23]=[CH:22][CH:21]=[C:20]([N+:24]([O-:26])=[O:25])[CH:19]=1.[OH-].[Na+].CO. Product: [Br:1][C:2]1[CH:7]=[C:6]([OH:8])[CH:5]=[C:4]([CH3:15])[C:3]=1[NH:16][C:17](=[O:27])[C:18]1[CH:23]=[CH:22][CH:21]=[C:20]([N+:24]([O-:26])=[O:25])[CH:19]=1. The catalyst class is: 13. (6) Reactant: [CH2:1]([O:3][C:4]([C:6]1[N:7]([C:27]2[CH:32]=[CH:31][C:30]([O:33][CH:34]([CH3:36])[CH3:35])=[CH:29][CH:28]=2)[C:8]2[C:13]([C:14]=1[NH:15][CH3:16])=[CH:12][C:11]([C:17]1[CH:22]=[CH:21][C:20]([C:23]([CH3:26])([CH3:25])[CH3:24])=[CH:19][CH:18]=1)=[CH:10][CH:9]=2)=[O:5])[CH3:2].[C:37](Cl)(=[O:39])[CH3:38].C(N(CC)CC)C.Cl. Product: [CH2:1]([O:3][C:4]([C:6]1[N:7]([C:27]2[CH:32]=[CH:31][C:30]([O:33][CH:34]([CH3:35])[CH3:36])=[CH:29][CH:28]=2)[C:8]2[C:13]([C:14]=1[NH:15][CH2:16][C:37](=[O:39])[CH3:38])=[CH:12][C:11]([C:17]1[CH:22]=[CH:21][C:20]([C:23]([CH3:26])([CH3:25])[CH3:24])=[CH:19][CH:18]=1)=[CH:10][CH:9]=2)=[O:5])[CH3:2]. The catalyst class is: 23.